From a dataset of Full USPTO retrosynthesis dataset with 1.9M reactions from patents (1976-2016). Predict the reactants needed to synthesize the given product. (1) Given the product [CH:2]1([C:5]2[C:6]([N:14]3[CH2:19][CH2:18][N:17]([C:20]([O:22][C:23]([CH3:26])([CH3:25])[CH3:24])=[O:21])[CH2:16][CH2:15]3)=[C:7]3[CH:13]=[N:12][NH:11][C:8]3=[N:9][CH:10]=2)[CH2:4][CH2:3]1, predict the reactants needed to synthesize it. The reactants are: Cl.[CH:2]1([C:5]2[C:6]([N:14]3[CH2:19][CH2:18][NH:17][CH2:16][CH2:15]3)=[C:7]3[CH:13]=[N:12][NH:11][C:8]3=[N:9][CH:10]=2)[CH2:4][CH2:3]1.[C:20](O[C:20]([O:22][C:23]([CH3:26])([CH3:25])[CH3:24])=[O:21])([O:22][C:23]([CH3:26])([CH3:25])[CH3:24])=[O:21].C(N(C(C)C)C(C)C)C.O.[OH-].[Li+]. (2) Given the product [CH2:1]([N:8]1[CH2:13][CH2:12][O:11][CH:10]([CH2:14][O:15][C:18]2[CH:19]=[CH:20][CH:21]=[CH:22][C:17]=2[F:16])[CH2:9]1)[C:2]1[CH:3]=[CH:4][CH:5]=[CH:6][CH:7]=1, predict the reactants needed to synthesize it. The reactants are: [CH2:1]([N:8]1[CH2:13][CH2:12][O:11][CH:10]([CH2:14][OH:15])[CH2:9]1)[C:2]1[CH:7]=[CH:6][CH:5]=[CH:4][CH:3]=1.[F:16][C:17]1[CH:22]=[CH:21][CH:20]=[CH:19][C:18]=1O.C(OC(N1CCCC(COC2C=CC=CC=2Cl)C1)=O)(C)(C)C. (3) The reactants are: [C:1]([C:4]1[C:5]([NH:20][C:21]2[CH:26]=[CH:25][C:24]([N:27]3[CH2:32][CH2:31][N:30]([C:33]([O:35][C:36]([CH3:39])([CH3:38])[CH3:37])=[O:34])[CH2:29][CH2:28]3)=[CH:23][CH:22]=2)=[N:6][C:7]([O:10][C:11]2[CH:16]=[CH:15][CH:14]=[C:13]([N+:17]([O-:19])=[O:18])[CH:12]=2)=[CH:8][N:9]=1)(=[O:3])[NH2:2].[Cl:40]N1C(=O)CCC1=O. Given the product [C:1]([C:4]1[C:5]([NH:20][C:21]2[CH:22]=[CH:23][C:24]([N:27]3[CH2:28][CH2:29][N:30]([C:33]([O:35][C:36]([CH3:39])([CH3:38])[CH3:37])=[O:34])[CH2:31][CH2:32]3)=[C:25]([Cl:40])[CH:26]=2)=[N:6][C:7]([O:10][C:11]2[CH:16]=[CH:15][CH:14]=[C:13]([N+:17]([O-:19])=[O:18])[CH:12]=2)=[CH:8][N:9]=1)(=[O:3])[NH2:2], predict the reactants needed to synthesize it. (4) Given the product [F:20][C:7]1[C:8]([NH:10][C:11]2[CH:15]=[C:14]([O:16][CH:17]([CH3:19])[CH3:18])[NH:13][N:12]=2)=[N:9][C:2]([NH:39][C@H:37]([C:34]2[CH:33]=[CH:32][C:31]([F:30])=[CH:36][N:35]=2)[CH3:38])=[C:3]([CH:6]=1)[C:4]#[N:5], predict the reactants needed to synthesize it. The reactants are: F[C:2]1[N:9]=[C:8]([NH:10][C:11]2[CH:15]=[C:14]([O:16][CH:17]([CH3:19])[CH3:18])[NH:13][N:12]=2)[C:7]([F:20])=[CH:6][C:3]=1[C:4]#[N:5].CCN(C(C)C)C(C)C.[F:30][C:31]1[CH:32]=[CH:33][C:34]([C@@H:37]([NH2:39])[CH3:38])=[N:35][CH:36]=1. (5) Given the product [C:3]1([C@H:2]([NH2:1])[NH:9][CH2:10][CH:12]2[CH2:17][CH2:16][O:15][CH2:14][CH2:13]2)[CH:4]=[CH:5][CH:6]=[CH:7][CH:8]=1, predict the reactants needed to synthesize it. The reactants are: [NH2:1][C@H:2]([NH:9][C:10]([CH:12]1[CH2:17][CH2:16][O:15][CH2:14][CH2:13]1)=O)[C:3]1[CH:8]=[CH:7][CH:6]=[CH:5][CH:4]=1.B.C1COCC1.CO.Cl. (6) Given the product [NH2:29][C:27]1[S:28][C:11]([C:12]([O:14][CH2:15][CH3:16])=[O:13])=[C:10]([CH2:9][O:8][CH2:1][C:2]2[CH:7]=[CH:6][CH:5]=[CH:4][CH:3]=2)[N:26]=1, predict the reactants needed to synthesize it. The reactants are: [CH2:1]([O:8][CH2:9][C:10](=O)[CH2:11][C:12]([O:14][CH2:15][CH3:16])=[O:13])[C:2]1[CH:7]=[CH:6][CH:5]=[CH:4][CH:3]=1.IN1C(=O)CCC1=O.[NH2:26][C:27]([NH2:29])=[S:28].CO. (7) Given the product [CH3:31][C:32]([CH3:64])([CH2:37][CH2:38][C:39]1[S:40][C:41]([C:44]2[CH:45]=[CH:46][C:47]([NH:50][C:51]([NH:53][C:54]3[CH:59]=[CH:58][CH:57]=[C:56]([C:60]([F:62])([F:61])[F:63])[CH:55]=3)=[O:52])=[CH:48][CH:49]=2)=[CH:42][N:43]=1)[C:33]([OH:35])=[O:34], predict the reactants needed to synthesize it. The reactants are: FC(F)(F)C1C=C(NC(=O)NC2C=CC(C3SC(CCC(O)=O)=NC=3)=CC=2)C=CC=1.[CH3:31][C:32]([CH3:64])([CH2:37][CH2:38][C:39]1[S:40][C:41]([C:44]2[CH:49]=[CH:48][C:47]([NH:50][C:51]([NH:53][C:54]3[CH:59]=[CH:58][CH:57]=[C:56]([C:60]([F:63])([F:62])[F:61])[CH:55]=3)=[O:52])=[CH:46][CH:45]=2)=[CH:42][N:43]=1)[C:33]([O:35]C)=[O:34]. (8) Given the product [ClH:38].[OH:33][C@@H:12]1[C@H:11]([OH:35])[C@@H:10]([CH2:9][OH:8])[NH:14][C@H:13]1[C:22]1[C:26]2[N:27]=[CH:28][NH:29][C:30](=[O:31])[C:25]=2[NH:24][CH:23]=1, predict the reactants needed to synthesize it. The reactants are: [Si]([O:8][CH2:9][C@H:10]1[N:14](C(OC(C)(C)C)=O)[C@@H:13]([C:22]2[C:26]3[N:27]=[CH:28][N:29]=[C:30]([O:31]C)[C:25]=3[NH:24][CH:23]=2)[C@@H:12]2[O:33]C(C)(C)[O:35][C@H:11]12)(C(C)(C)C)(C)C.[ClH:38]. (9) Given the product [Cl:18][CH2:19][C@@:20]([C:22]1[CH:27]=[CH:26][C:25]([F:28])=[CH:24][C:23]=1[F:29])([OH:21])[C@H:16]([C:13]1[C:14]([F:15])=[C:9]([Cl:8])[N:10]=[CH:11][N:12]=1)[CH3:17], predict the reactants needed to synthesize it. The reactants are: C1([SiH3])C=CC=CC=1.[Cl:8][C:9]1[C:14]([F:15])=[C:13]([CH:16]=[CH2:17])[N:12]=[CH:11][N:10]=1.[Cl:18][CH2:19][C:20]([C:22]1[CH:27]=[CH:26][C:25]([F:28])=[CH:24][C:23]=1[F:29])=[O:21].C(C1N=CC=CN=1)=C. (10) Given the product [C:36]([N:27]1[CH:28]=[CH:29][C:25]([NH:24][C:10]2[N:11]=[C:12]3[CH:17]=[CH:16][C:15]([C:18]4[CH:19]=[N:20][CH:21]=[N:22][CH:23]=4)=[CH:14][N:13]3[C:9]=2[C:4]2[N:5]=[C:6]([CH3:8])[N:7]=[C:2]([NH:1][C:44](=[O:43])[CH3:45])[CH:3]=2)=[N:26]1)(=[O:38])[CH3:37], predict the reactants needed to synthesize it. The reactants are: [NH2:1][C:2]1[N:7]=[C:6]([CH3:8])[N:5]=[C:4]([C:9]2[N:13]3[CH:14]=[C:15]([C:18]4[CH:19]=[N:20][CH:21]=[N:22][CH:23]=4)[CH:16]=[CH:17][C:12]3=[N:11][C:10]=2[NH:24][C:25]2[CH:29]=[CH:28][NH:27][N:26]=2)[CH:3]=1.N1C=CC=CC=1.[C:36](OC(=O)C)(=[O:38])[CH3:37].[O:43]1CCO[CH2:45][CH2:44]1.